The task is: Predict the reaction yield, written as a fraction of the theoretical maximum amount of product (1.0 means a 100% yield; for example, 0.34 means a 34% yield).. This data is from Reaction yield outcomes from USPTO patents with 853,638 reactions. The product is [CH2:1]([O:3][C:4]([C:6]1[C:10]([NH2:11])=[CH:9][NH:8][N:7]=1)=[O:5])[CH3:2]. The catalyst is CCO.[Pd]. The reactants are [CH2:1]([O:3][C:4]([C:6]1[C:10]([N+:11]([O-])=O)=[CH:9][NH:8][N:7]=1)=[O:5])[CH3:2]. The yield is 0.980.